From a dataset of Full USPTO retrosynthesis dataset with 1.9M reactions from patents (1976-2016). Predict the reactants needed to synthesize the given product. (1) Given the product [CH3:13][O:12][C:9]1[N:8]=[CH:7][C:6]([C:3](=[O:5])[CH2:4][C:14](=[O:19])[C:15]([O:17][CH3:18])=[O:16])=[CH:11][CH:10]=1, predict the reactants needed to synthesize it. The reactants are: [H-].[Na+].[C:3]([C:6]1[CH:7]=[N:8][C:9]([O:12][CH3:13])=[CH:10][CH:11]=1)(=[O:5])[CH3:4].[C:14](OC)(=[O:19])[C:15]([O:17][CH3:18])=[O:16].O. (2) Given the product [CH3:36][C:54]1([CH3:53])[O:58][CH:57]([CH2:60][O:1][C:2]2[CH:14]=[C:13]3[C:5]([C:6]4[C:7]([C:18]5[CH:23]=[CH:22][CH:21]=[C:20]([N:24]6[CH2:32][C:31]7[C:26](=[CH:27][C:28]([CH3:33])=[CH:29][CH:30]=7)[C:25]6=[O:34])[C:19]=5[CH3:35])=[CH:8][CH:9]=[C:10]([C:15]([NH2:17])=[O:16])[C:11]=4[NH:12]3)=[CH:4][CH:3]=2)[CH2:56][O:55]1, predict the reactants needed to synthesize it. The reactants are: [OH:1][C:2]1[CH:14]=[C:13]2[C:5]([C:6]3[C:7]([C:18]4[CH:23]=[CH:22][CH:21]=[C:20]([N:24]5[CH2:32][C:31]6[C:26](=[CH:27][C:28]([CH3:33])=[CH:29][CH:30]=6)[C:25]5=[O:34])[C:19]=4[CH3:35])=[CH:8][CH:9]=[C:10]([C:15]([NH2:17])=[O:16])[C:11]=3[NH:12]2)=[CH:4][CH:3]=1.[C:36](=O)([O-])[O-].[K+].[K+].CC1C=CC(S(O[CH2:53][CH:54]2[O:58][C:57]([CH3:60])(C)[CH2:56][O:55]2)(=O)=O)=CC=1. (3) Given the product [Cl:24][C:25]1[CH:26]=[C:27]([CH:28]=[CH:29][CH:30]=1)[CH2:31][N:15]1[C:16]2[C:21](=[CH:20][CH:19]=[CH:18][CH:17]=2)[C:22](=[O:23])[C:13]([C:11]([C:9]2[CH:8]=[CH:7][C:6]3[O:1][CH2:2][CH2:3][O:4][C:5]=3[CH:10]=2)=[O:12])=[CH:14]1, predict the reactants needed to synthesize it. The reactants are: [O:1]1[C:6]2[CH:7]=[CH:8][C:9]([C:11]([C:13]3[C:22](=[O:23])[C:21]4[C:16](=[CH:17][CH:18]=[CH:19][CH:20]=4)[NH:15][CH:14]=3)=[O:12])=[CH:10][C:5]=2[O:4][CH2:3][CH2:2]1.[Cl:24][C:25]1[CH:30]=[CH:29][CH:28]=[C:27]([CH2:31]Cl)[CH:26]=1. (4) Given the product [Cl:1][C:2]1[CH:3]=[CH:4][C:5]([CH2:8][CH2:9][C:10]2[CH:11]=[CH:12][C:13]([NH2:16])=[CH:14][CH:15]=2)=[CH:6][CH:7]=1, predict the reactants needed to synthesize it. The reactants are: [Cl:1][C:2]1[CH:7]=[CH:6][C:5](/[CH:8]=[CH:9]/[C:10]2[CH:15]=[CH:14][C:13]([N+:16]([O-])=O)=[CH:12][CH:11]=2)=[CH:4][CH:3]=1. (5) Given the product [F:1][C:2]1[CH:3]=[CH:4][C:5]([OH:10])=[C:6](/[CH:7]=[C:24]2/[C:22](=[O:23])[N:21]=[C:19]([N:15]3[CH2:16][CH2:17][N:12]([CH3:11])[CH2:13][CH2:14]3)[S:18]/2)[CH:9]=1, predict the reactants needed to synthesize it. The reactants are: [F:1][C:2]1[CH:3]=[CH:4][C:5]([OH:10])=[C:6]([CH:9]=1)[CH:7]=O.[CH3:11][N:12]1[CH2:17][CH2:16][NH:15][CH2:14][CH2:13]1.[S:18]1[CH2:24][C:22](=[O:23])[NH:21][C:19]1=S. (6) Given the product [CH2:6]([N:39]([CH2:38][C:5]1[CH:10]=[CH:9][C:8]([NH:11][C:12](=[O:27])[C:13]2[CH:18]=[CH:17][C:16]([CH2:19][N:20]([CH2:21][C:22]3[NH:26][CH:25]=[CH:24][N:23]=3)[CH2:36][C:33]3[N:34]=[CH:35][NH:31][N:32]=3)=[CH:15][CH:14]=2)=[CH:7][CH:6]=1)[CH2:7][CH2:8][CH3:9])[CH2:5][CH3:10], predict the reactants needed to synthesize it. The reactants are: C(N(CCC)[C:5]1[CH:10]=[CH:9][C:8]([NH:11][C:12](=[O:27])[C:13]2[CH:18]=[CH:17][C:16]([CH2:19][NH:20][CH2:21][C:22]3[NH:23][CH:24]=[CH:25][N:26]=3)=[CH:15][CH:14]=2)=[CH:7][CH:6]=1)CC.[NH:31]1[CH:35]=[N:34][C:33]([CH:36]=O)=[N:32]1.[C:38]([BH3-])#[N:39].[Na+].[OH-].[Na+]. (7) The reactants are: Cl[C:2]1[N:7]=[C:6]([Cl:8])[C:5]([C:9]([F:12])([F:11])[F:10])=[CH:4][N:3]=1.ClCCCl.CC(O)(C)C.[NH2:22][C:23]1[CH:28]=[CH:27][C:26]([CH:29]2[CH2:33][CH2:32][N:31]([C:34]([O:36][C:37]([CH3:40])([CH3:39])[CH3:38])=[O:35])[CH2:30]2)=[CH:25][CH:24]=1.CCN(CC)CC. Given the product [Cl:8][C:6]1[C:5]([C:9]([F:12])([F:11])[F:10])=[CH:4][N:3]=[C:2]([NH:22][C:23]2[CH:24]=[CH:25][C:26]([CH:29]3[CH2:33][CH2:32][N:31]([C:34]([O:36][C:37]([CH3:40])([CH3:39])[CH3:38])=[O:35])[CH2:30]3)=[CH:27][CH:28]=2)[N:7]=1, predict the reactants needed to synthesize it. (8) Given the product [C:1]([O:5][C:6]([NH:8][C:9]1[CH:10]=[C:11]([CH2:16][CH2:17][C:18]([O:20][CH2:21][CH3:22])=[O:19])[CH:12]=[CH:13][C:14]=1[Cl:15])=[O:7])([CH3:4])([CH3:3])[CH3:2], predict the reactants needed to synthesize it. The reactants are: [C:1]([O:5][C:6]([NH:8][C:9]1[CH:10]=[C:11](/[CH:16]=[CH:17]/[C:18]([O:20][CH2:21][CH3:22])=[O:19])[CH:12]=[CH:13][C:14]=1[Cl:15])=[O:7])([CH3:4])([CH3:3])[CH3:2].[H][H]. (9) Given the product [OH:4][C:5]1[CH:6]=[C:7]2[C:12](=[CH:13][CH:14]=1)[C@@:11]([CH3:19])([C:15]([F:18])([F:16])[F:17])[O:10][CH2:9][CH2:8]2, predict the reactants needed to synthesize it. The reactants are: C([O:4][C:5]1[CH:6]=[C:7]2[C:12](=[CH:13][CH:14]=1)[C:11]([CH3:19])([C:15]([F:18])([F:17])[F:16])[O:10][CH2:9][CH2:8]2)(=O)C.C(O)(CC)C.C(OC1C=C2C(=CC=1)[C@](C)(C(F)(F)F)OCC2)(=O)C. (10) Given the product [Cl:24][C:18]1[CH:17]=[C:16]([CH2:15][CH2:14][C:12]2[CH:13]=[C:9]([NH:8][C:6]3[CH:5]=[CH:4][N:3]=[C:2]([NH:26][CH2:27][C:28]4[O:32][N:31]=[C:30]([C:33]([NH2:35])=[O:34])[CH:29]=4)[N:7]=3)[NH:10][N:11]=2)[CH:21]=[C:20]([O:22][CH3:23])[CH:19]=1, predict the reactants needed to synthesize it. The reactants are: Cl[C:2]1[N:7]=[C:6]([NH:8][C:9]2[NH:10][N:11]=[C:12]([CH2:14][CH2:15][C:16]3[CH:21]=[C:20]([O:22][CH3:23])[CH:19]=[C:18]([Cl:24])[CH:17]=3)[CH:13]=2)[CH:5]=[CH:4][N:3]=1.Cl.[NH2:26][CH2:27][C:28]1[O:32][N:31]=[C:30]([C:33]([NH2:35])=[O:34])[CH:29]=1.C(N(C(C)C)C(C)C)C.